From a dataset of NCI-60 drug combinations with 297,098 pairs across 59 cell lines. Regression. Given two drug SMILES strings and cell line genomic features, predict the synergy score measuring deviation from expected non-interaction effect. (1) Drug 1: C1CC(=O)NC(=O)C1N2CC3=C(C2=O)C=CC=C3N. Drug 2: CC1=CC2C(CCC3(C2CCC3(C(=O)C)OC(=O)C)C)C4(C1=CC(=O)CC4)C. Cell line: MDA-MB-435. Synergy scores: CSS=1.21, Synergy_ZIP=3.66, Synergy_Bliss=3.82, Synergy_Loewe=0.0832, Synergy_HSA=-1.12. (2) Drug 1: C1=CC(=CC=C1CCC2=CNC3=C2C(=O)NC(=N3)N)C(=O)NC(CCC(=O)O)C(=O)O. Drug 2: C(CN)CNCCSP(=O)(O)O. Cell line: SK-OV-3. Synergy scores: CSS=52.3, Synergy_ZIP=2.44, Synergy_Bliss=0.955, Synergy_Loewe=-7.92, Synergy_HSA=0.221. (3) Drug 1: CC1C(C(CC(O1)OC2CC(CC3=C2C(=C4C(=C3O)C(=O)C5=C(C4=O)C(=CC=C5)OC)O)(C(=O)C)O)N)O.Cl. Drug 2: CCCCCOC(=O)NC1=NC(=O)N(C=C1F)C2C(C(C(O2)C)O)O. Cell line: PC-3. Synergy scores: CSS=22.5, Synergy_ZIP=-4.28, Synergy_Bliss=2.11, Synergy_Loewe=-4.23, Synergy_HSA=2.19. (4) Drug 1: C1=CC(=CC=C1CCCC(=O)O)N(CCCl)CCCl. Cell line: SF-268. Drug 2: CC1C(C(CC(O1)OC2CC(CC3=C2C(=C4C(=C3O)C(=O)C5=C(C4=O)C(=CC=C5)OC)O)(C(=O)CO)O)N)O.Cl. Synergy scores: CSS=48.0, Synergy_ZIP=-0.580, Synergy_Bliss=0.650, Synergy_Loewe=-7.99, Synergy_HSA=2.45.